This data is from Forward reaction prediction with 1.9M reactions from USPTO patents (1976-2016). The task is: Predict the product of the given reaction. (1) Given the reactants [CH:1]([N:4]1[CH2:9][CH2:8][CH:7]([O:10][C:11]2[CH:19]=[CH:18][C:17]3[N:16]4[CH2:20][CH2:21][NH:22][C:23](=[O:24])[C:15]4=[CH:14][C:13]=3[CH:12]=2)[CH2:6][CH2:5]1)([CH3:3])[CH3:2].[H-].[Na+].Cl[CH2:28][C:29]([N:31]([CH3:33])[CH3:32])=[O:30], predict the reaction product. The product is: [CH:1]([N:4]1[CH2:9][CH2:8][CH:7]([O:10][C:11]2[CH:19]=[CH:18][C:17]3[N:16]4[CH2:20][CH2:21][N:22]([CH2:28][C:29]([N:31]([CH3:33])[CH3:32])=[O:30])[C:23](=[O:24])[C:15]4=[CH:14][C:13]=3[CH:12]=2)[CH2:6][CH2:5]1)([CH3:3])[CH3:2]. (2) The product is: [N+:8]([C:7]1[CH:6]=[CH:5][CH:4]=[C:3]([S:11]([N:17]2[CH2:18][CH2:20][CH2:23][CH2:21]2)(=[O:13])=[O:12])[C:2]=1[OH:1])([O-:10])=[O:9]. Given the reactants [OH:1][C:2]1[C:7]([N+:8]([O-:10])=[O:9])=[CH:6][CH:5]=[CH:4][C:3]=1[S:11](Cl)(=[O:13])=[O:12].C([N:17]([CH:21]([CH3:23])C)[CH:18]([CH3:20])C)C.N1CCCC1.Cl, predict the reaction product. (3) Given the reactants [CH3:1][S:2][C:3](=[C:6]([C:9]#[N:10])[C:7]#[N:8])[S:4][CH3:5].CC(S)[C:13]([O-:15])=[O:14].[CH3:17]O, predict the reaction product. The product is: [CH3:17][O:15][C:13]([C:1]1[S:2][C:3]([S:4][CH3:5])=[C:6]([C:9]#[N:10])[C:7]=1[NH2:8])=[O:14]. (4) Given the reactants C(C1C=CC=[C:6]([CH2:10][C:11]2[CH:16]=[CH:15][CH:14]=[CH:13][CH:12]=2)[C:5]=1[OH:17])C=C.C(=O)([O-])[O-:19].[K+].[K+].[CH2:24](Br)[C:25]1[CH:30]=[CH:29][CH:28]=[CH:27][CH:26]=1.C(C1C=CC=C(CC2C=CC=CC=2)C=1[O:48][CH2:49][C:50]1[CH:55]=[CH:54][CH:53]=[CH:52][CH:51]=1)C=C, predict the reaction product. The product is: [CH2:24]([C:15]1[C:16]([O:48][CH2:49][C:50]2[CH:55]=[CH:54][CH:53]=[CH:52][CH:51]=2)=[C:11]([CH2:10][CH:6]([OH:19])[CH2:5][OH:17])[CH:12]=[CH:13][CH:14]=1)[C:25]1[CH:30]=[CH:29][CH:28]=[CH:27][CH:26]=1.